Dataset: Peptide-MHC class I binding affinity with 185,985 pairs from IEDB/IMGT. Task: Regression. Given a peptide amino acid sequence and an MHC pseudo amino acid sequence, predict their binding affinity value. This is MHC class I binding data. (1) The peptide sequence is STLPETTVVR. The MHC is HLA-A03:01 with pseudo-sequence HLA-A03:01. The binding affinity (normalized) is 0.107. (2) The peptide sequence is YQYIFLSFF. The MHC is HLA-B15:01 with pseudo-sequence HLA-B15:01. The binding affinity (normalized) is 0.258. (3) The peptide sequence is ILMDSIFVST. The MHC is H-2-Dd with pseudo-sequence H-2-Dd. The binding affinity (normalized) is 0. (4) The peptide sequence is TQRKKTLGF. The MHC is HLA-A01:01 with pseudo-sequence HLA-A01:01. The binding affinity (normalized) is 0.0847. (5) The peptide sequence is RNQPAATAL. The MHC is HLA-A11:01 with pseudo-sequence HLA-A11:01. The binding affinity (normalized) is 0.0847. (6) The peptide sequence is TLMKTSCSK. The MHC is HLA-A68:01 with pseudo-sequence HLA-A68:01. The binding affinity (normalized) is 0.466. (7) The peptide sequence is SAYYLDIGF. The MHC is HLA-A68:23 with pseudo-sequence HLA-A68:23. The binding affinity (normalized) is 1.00.